From a dataset of Reaction yield outcomes from USPTO patents with 853,638 reactions. Predict the reaction yield, written as a fraction of the theoretical maximum amount of product (1.0 means a 100% yield; for example, 0.34 means a 34% yield). (1) The reactants are [Cl:1][C:2]1[O:6][C:5]([CH2:7][C:8]2[CH:13]=[CH:12][C:11]([CH2:14][OH:15])=[CH:10][CH:9]=2)=[CH:4][CH:3]=1. The catalyst is [O-2].[O-2].[Mn+4].ClCCl. The product is [Cl:1][C:2]1[O:6][C:5]([CH2:7][C:8]2[CH:9]=[CH:10][C:11]([CH:14]=[O:15])=[CH:12][CH:13]=2)=[CH:4][CH:3]=1. The yield is 0.830. (2) The reactants are Cl[C:2]1[C:11]2[C:6](=[CH:7][C:8]([O:14][CH3:15])=[C:9]([O:12][CH3:13])[CH:10]=2)[N:5]=[CH:4][C:3]=1[C:16]([NH2:18])=[O:17].[C:19](O)(=O)[CH3:20].[OH-].[Na+].C[N:26]([CH:28]=O)C. The catalyst is O. The product is [CH3:13][O:12][C:9]1[CH:10]=[C:11]2[C:6](=[CH:7][C:8]=1[O:14][CH3:15])[N:5]=[CH:4][C:3]([C:16]([NH2:18])=[O:17])=[C:2]2[NH:26][C:28]1[C:20]2[CH2:19][CH2:8][CH2:9][CH2:10][C:11]=2[CH:2]=[CH:3][CH:4]=1. The yield is 0.480. (3) The yield is 0.770. No catalyst specified. The reactants are [Br:1][C:2]1[CH:7]=[CH:6][C:5]([CH:8]=[CH2:9])=[C:4]([CH3:10])[CH:3]=1.Br[C:12]1C=CC(I)=C(CC)C=1.C[Si](C)(C)C=C. The product is [Br:1][C:2]1[CH:7]=[CH:6][C:5]([CH:8]=[CH2:9])=[C:4]([CH2:10][CH3:12])[CH:3]=1. (4) The reactants are [C:1]([C:5]1[O:9][N:8]=[C:7]([NH:10][C:11]([NH:13][C:14]2[CH:19]=[CH:18][CH:17]=[C:16]([S:20][C:21]3[C:30]4[C:25](=[CH:26][C:27]([O:33][CH2:34][CH2:35]Cl)=[C:28]([O:31][CH3:32])[CH:29]=4)[N:24]=[CH:23][N:22]=3)[CH:15]=2)=[O:12])[CH:6]=1)([CH3:4])([CH3:3])[CH3:2].[NH:37]1[CH2:41][CH2:40][CH:39]([OH:42])[CH2:38]1. No catalyst specified. The product is [C:1]([C:5]1[O:9][N:8]=[C:7]([NH:10][C:11]([NH:13][C:14]2[CH:19]=[CH:18][CH:17]=[C:16]([S:20][C:21]3[C:30]4[C:25](=[CH:26][C:27]([O:33][CH2:34][CH2:35][N:37]5[CH2:41][CH2:40][CH:39]([OH:42])[CH2:38]5)=[C:28]([O:31][CH3:32])[CH:29]=4)[N:24]=[CH:23][N:22]=3)[CH:15]=2)=[O:12])[CH:6]=1)([CH3:4])([CH3:3])[CH3:2]. The yield is 0.240. (5) The reactants are O1CCCC1.[CH2:6]([O:13][C:14]1[CH:19]=[CH:18][C:17]([CH2:20][C:21](Cl)=[N:22][OH:23])=[CH:16][N:15]=1)[C:7]1[CH:12]=[CH:11][CH:10]=[CH:9][CH:8]=1.[C:25]([C:27]1[CH:28]=[CH:29][C:30]([NH2:33])=[N:31][CH:32]=1)#[CH:26].C(N(CC)CC)C. The catalyst is O. The product is [CH2:6]([O:13][C:14]1[N:15]=[CH:16][C:17]([CH2:20][C:21]2[CH:26]=[C:25]([C:27]3[CH:28]=[CH:29][C:30]([NH2:33])=[N:31][CH:32]=3)[O:23][N:22]=2)=[CH:18][CH:19]=1)[C:7]1[CH:12]=[CH:11][CH:10]=[CH:9][CH:8]=1. The yield is 0.129.